Dataset: Full USPTO retrosynthesis dataset with 1.9M reactions from patents (1976-2016). Task: Predict the reactants needed to synthesize the given product. (1) Given the product [C:46]([O:50][C:51]([N:53]([CH3:69])[C:54]1[CH:59]=[CH:58][C:57]([C:60]2[CH:65]=[CH:64][C:63]([C:66]([N:6]([CH:5]([C:4]([NH:3][CH3:2])=[O:12])[C:8]([O:9][CH3:10])=[O:11])[CH3:7])=[O:67])=[CH:62][CH:61]=2)=[CH:56][CH:55]=1)=[O:52])([CH3:47])([CH3:48])[CH3:49], predict the reactants needed to synthesize it. The reactants are: Cl.[CH3:2][NH:3][C:4](=[O:12])[C@H:5]([C:8](=[O:11])[O:9][CH3:10])[NH:6][CH3:7].CN(C(ON1N=NC2C=CC=NC1=2)=[N+](C)C)C.F[P-](F)(F)(F)(F)F.CCN(C(C)C)C(C)C.[C:46]([O:50][C:51]([N:53]([CH3:69])[C:54]1[CH:59]=[CH:58][C:57]([C:60]2[CH:65]=[CH:64][C:63]([C:66](O)=[O:67])=[CH:62][CH:61]=2)=[CH:56][CH:55]=1)=[O:52])([CH3:49])([CH3:48])[CH3:47]. (2) Given the product [NH2:17][C:4]1[CH:5]=[CH:6][C:7]([C:19]2[CH:26]=[CH:25][CH:24]=[C:21]([C:22]#[N:23])[C:20]=2[O:27][CH3:28])=[C:2]([Cl:1])[CH:3]=1, predict the reactants needed to synthesize it. The reactants are: [Cl:1][C:2]1[CH:3]=[C:4]([NH2:17])[CH:5]=[CH:6][C:7]=1B1OC(C)(C)C(C)(C)O1.Br[C:19]1[C:20]([O:27][CH3:28])=[C:21]([CH:24]=[CH:25][CH:26]=1)[C:22]#[N:23]. (3) The reactants are: Cl[C:2]1[CH:3]=[CH:4][C:5]2[N:6]([CH:8]=[CH:9][N:10]=2)[N:7]=1.[CH2:11]([N:16]1C=[CH:19][C:18](B2OC(C)(C)C(C)(C)O2)=[CH:17]1)[C:12]([CH3:15])([CH3:14])[CH3:13].C(Cl)Cl.CC([O-])=O.[K+].CC#[N:40]. Given the product [CH2:11]([N:16]1[CH:17]=[C:18]([C:2]2[CH:3]=[CH:4][C:5]3[N:6]([CH:8]=[CH:9][N:10]=3)[N:7]=2)[CH:19]=[N:40]1)[C:12]([CH3:15])([CH3:14])[CH3:13], predict the reactants needed to synthesize it. (4) Given the product [F:28][C:22]1[CH:23]=[CH:24][CH:25]=[C:26]([F:27])[C:21]=1[O:20][C:18]1[CH2:19][N:15]([CH:5]([CH2:6][C:7]2[C:8]([F:14])=[CH:9][CH:10]=[CH:11][C:12]=2[F:13])[C:4]([OH:30])=[O:3])[C:16](=[O:29])[CH:17]=1, predict the reactants needed to synthesize it. The reactants are: C([O:3][C:4](=[O:30])[CH:5]([N:15]1[CH2:19][C:18]([O:20][C:21]2[C:26]([F:27])=[CH:25][CH:24]=[CH:23][C:22]=2[F:28])=[CH:17][C:16]1=[O:29])[CH2:6][C:7]1[C:12]([F:13])=[CH:11][CH:10]=[CH:9][C:8]=1[F:14])C.O.[OH-].[Li+].Cl. (5) Given the product [N:17]([C:14]1[CH:15]=[C:16]2[C:11](=[CH:12][CH:13]=1)[N:10]=[CH:9][N:8]=[C:7]2[NH:6][CH2:5][C:4]1[CH:18]=[CH:19][C:20]([O:22][CH3:23])=[CH:21][C:3]=1[O:2][CH3:1])=[N+:31]=[N-:32], predict the reactants needed to synthesize it. The reactants are: [CH3:1][O:2][C:3]1[CH:21]=[C:20]([O:22][CH3:23])[CH:19]=[CH:18][C:4]=1[CH2:5][NH:6][C:7]1[C:16]2[C:11](=[CH:12][CH:13]=[C:14]([NH2:17])[CH:15]=2)[N:10]=[CH:9][N:8]=1.CO.Cl.N([O-])=O.[Na+].[N-:31]=[N+:32]=[N-].[Na+]. (6) Given the product [C:1]1([C:2]2[C:2]3[CH:3]=[C:4]4[C:5]([CH2:3][CH2:4][CH2:5]4)=[CH:6][C:1]=3[CH2:6][CH:1]=2)[CH:6]=[CH:5][CH:4]=[CH:3][CH:2]=1, predict the reactants needed to synthesize it. The reactants are: [C:1]1([Mg]Br)[CH:6]=[CH:5][CH:4]=[CH:3][CH:2]=1. (7) Given the product [C:6]([OH:10])(=[O:9])[CH:7]=[CH2:8].[C:11]([O:15][CH2:16][OH:17])(=[O:14])[CH:12]=[CH2:13], predict the reactants needed to synthesize it. The reactants are: O1CCCC1.[C:6]([OH:10])(=[O:9])[CH:7]=[CH2:8].[C:11]([O:15][CH2:16][OH:17])(=[O:14])[CH:12]=[CH2:13]. (8) Given the product [CH3:1][C:2]1[C:3]([C:21]([O:23][CH2:24][CH3:25])=[O:22])=[C:4]2[CH:9]=[CH:8][CH:7]=[N:6][N:5]2[C:10]=1[C:11]([C:13]1[C:14](=[O:20])[N:15]([CH3:19])[CH:16]=[CH:17][CH:18]=1)=[CH2:26], predict the reactants needed to synthesize it. The reactants are: [CH3:1][C:2]1[C:3]([C:21]([O:23][CH2:24][CH3:25])=[O:22])=[C:4]2[CH:9]=[CH:8][CH:7]=[N:6][N:5]2[C:10]=1[C:11]([C:13]1[C:14](=[O:20])[N:15]([CH3:19])[CH:16]=[CH:17][CH:18]=1)=O.[CH3:26][Mg]Br. (9) Given the product [CH2:21]([N:14]([CH:11]1[CH2:12][CH2:13][NH:8][CH2:9][CH2:10]1)[CH2:15][C:16]1[N:17]=[CH:18][S:19][CH:20]=1)[CH:22]([CH3:24])[CH3:23], predict the reactants needed to synthesize it. The reactants are: C(OC([N:8]1[CH2:13][CH2:12][CH:11]([N:14]([CH2:21][CH:22]([CH3:24])[CH3:23])[CH2:15][C:16]2[N:17]=[CH:18][S:19][CH:20]=2)[CH2:10][CH2:9]1)=O)(C)(C)C.C1(OC)C=CC=CC=1.FC(F)(F)C(O)=O.